This data is from Reaction yield outcomes from USPTO patents with 853,638 reactions. The task is: Predict the reaction yield, written as a fraction of the theoretical maximum amount of product (1.0 means a 100% yield; for example, 0.34 means a 34% yield). (1) The reactants are Br[C:2]1[CH:15]=[CH:14][C:13]2[C:4](=[N:5][C:6]3[C:11]([N:12]=2)=[CH:10][C:9](Br)=[CH:8][CH:7]=3)[CH:3]=1.C([Sn](CCCC)(CCCC)[C:22]([O:24][CH2:25][CH3:26])=[CH2:23])CCC. The catalyst is O1CCOCC1.C1C=CC(P(C2C=CC=CC=2)[C-]2C=CC=C2)=CC=1.C1C=CC(P(C2C=CC=CC=2)[C-]2C=CC=C2)=CC=1.Cl[Pd]Cl.[Fe+2]. The product is [CH2:25]([O:24][C:22]([C:2]1[CH:15]=[CH:14][C:13]2[C:4](=[N:5][C:6]3[C:11]([N:12]=2)=[CH:10][C:9]([C:22]([O:24][CH2:25][CH3:26])=[CH2:23])=[CH:8][CH:7]=3)[CH:3]=1)=[CH2:23])[CH3:26]. The yield is 0.880. (2) The reactants are Cl[C:2]1[CH:7]=[CH:6][N:5]=[C:4]2[CH:8]=[C:9]([C:11]([O:13][CH3:14])=[O:12])[S:10][C:3]=12.[F:15][C:16]1[CH:21]=[C:20]([N+:22]([O-:24])=[O:23])[CH:19]=[CH:18][C:17]=1[OH:25].C([O-])([O-])=O.[K+].[K+]. The catalyst is O(C1C=CC=CC=1)C1C=CC=CC=1.CCOC(C)=O. The product is [F:15][C:16]1[CH:21]=[C:20]([N+:22]([O-:24])=[O:23])[CH:19]=[CH:18][C:17]=1[O:25][C:2]1[CH:7]=[CH:6][N:5]=[C:4]2[CH:8]=[C:9]([C:11]([O:13][CH3:14])=[O:12])[S:10][C:3]=12. The yield is 0.590. (3) The reactants are [CH3:1][O:2][CH:3]1[CH2:10][CH:9]2[CH:5]([CH2:6][C:7](=O)[CH2:8]2)[CH2:4]1.Cl.[NH2:13][CH2:14][C:15]([N:17]1[CH2:21][CH2:20][CH2:19][CH:18]1[C:22]#[N:23])=[O:16].S([O-])([O-])(=O)=O.[Na+].[Na+].C(O[BH-](OC(=O)C)OC(=O)C)(=O)C.[Na+].C(=O)([O-])[O-].[Na+].[Na+]. The catalyst is O1CCCC1. The product is [CH3:1][O:2][CH:3]1[CH2:10][CH:9]2[CH:5]([CH2:6][CH:7]([NH:13][CH2:14][C:15]([N:17]3[CH2:21][CH2:20][CH2:19][CH:18]3[C:22]#[N:23])=[O:16])[CH2:8]2)[CH2:4]1. The yield is 0.430. (4) The reactants are C([O:8][C:9]1[CH:10]=[C:11]2[C:16](=[CH:17][C:18]=1[O:19][CH3:20])[N:15]=[C:14]([C:21]1[CH:26]=[CH:25][CH:24]=[C:23]([N+:27]([O-:29])=[O:28])[CH:22]=1)[NH:13][C:12]2=[O:30])C1C=CC=CC=1. The catalyst is FC(F)(F)C(O)=O. The product is [OH:8][C:9]1[CH:10]=[C:11]2[C:16](=[CH:17][C:18]=1[O:19][CH3:20])[N:15]=[C:14]([C:21]1[CH:26]=[CH:25][CH:24]=[C:23]([N+:27]([O-:29])=[O:28])[CH:22]=1)[NH:13][C:12]2=[O:30]. The yield is 0.960. (5) The reactants are [NH2:1][C:2]1[CH:7]=[CH:6][C:5]([C:8]2[CH2:9][C@@H:10]3[N:16]([CH:17]=2)[C:15](=[O:18])[C:14]2[CH:19]=[C:20]([O:61][CH3:62])[C:21]([O:23][CH2:24][CH2:25][CH2:26][O:27][C:28]4[C:58]([O:59][CH3:60])=[CH:57][C:31]5[C:32](=[O:56])[N:33]6[CH:48]=[C:47](S(C(F)(F)F)(=O)=O)[CH2:46][C@H:34]6[C:35](=[O:45])[N:36]([CH2:37][O:38][CH2:39][CH2:40][Si:41]([CH3:44])([CH3:43])[CH3:42])[C:30]=5[CH:29]=4)=[CH:22][C:13]=2[N:12]([CH2:63][O:64][CH2:65][CH2:66][Si:67]([CH3:70])([CH3:69])[CH3:68])[C:11]3=[O:71])=[CH:4][CH:3]=1.[CH3:72][O:73][C:74]1[CH:79]=[CH:78][C:77](B(O)O)=[CH:76][CH:75]=1.C([O-])([O-])=O.[Na+].[Na+].CCOC(C)=O. The catalyst is C1(C)C=CC=CC=1.CCO.O.C1C=CC([P]([Pd]([P](C2C=CC=CC=2)(C2C=CC=CC=2)C2C=CC=CC=2)([P](C2C=CC=CC=2)(C2C=CC=CC=2)C2C=CC=CC=2)[P](C2C=CC=CC=2)(C2C=CC=CC=2)C2C=CC=CC=2)(C2C=CC=CC=2)C2C=CC=CC=2)=CC=1. The product is [NH2:1][C:2]1[CH:7]=[CH:6][C:5]([C:8]2[CH2:9][C@@H:10]3[N:16]([CH:17]=2)[C:15](=[O:18])[C:14]2[CH:19]=[C:20]([O:61][CH3:62])[C:21]([O:23][CH2:24][CH2:25][CH2:26][O:27][C:28]4[C:58]([O:59][CH3:60])=[CH:57][C:31]5[C:32](=[O:56])[N:33]6[CH:48]=[C:47]([C:77]7[CH:78]=[CH:79][C:74]([O:73][CH3:72])=[CH:75][CH:76]=7)[CH2:46][C@H:34]6[C:35](=[O:45])[N:36]([CH2:37][O:38][CH2:39][CH2:40][Si:41]([CH3:44])([CH3:43])[CH3:42])[C:30]=5[CH:29]=4)=[CH:22][C:13]=2[N:12]([CH2:63][O:64][CH2:65][CH2:66][Si:67]([CH3:70])([CH3:69])[CH3:68])[C:11]3=[O:71])=[CH:4][CH:3]=1. The yield is 0.740. (6) The reactants are [C:1]([SiH2:5][O:6][C:7]([CH3:30])([CH3:29])[C:8]1[CH:17]=[C:16]2[C:11]([C:12]([NH:22][C:23]3[CH:27]=[C:26]([CH3:28])[NH:25][N:24]=3)=[N:13][N:14]([CH:19]([CH3:21])[CH3:20])[C:15]2=[O:18])=[CH:10][CH:9]=1)([CH3:4])([CH3:3])[CH3:2].[H-].[Na+].[C:33](O[C:33]([O:35][C:36]([CH3:39])([CH3:38])[CH3:37])=[O:34])([O:35][C:36]([CH3:39])([CH3:38])[CH3:37])=[O:34]. The catalyst is CN(C=O)C. The product is [C:36]([O:35][C:33]([N:25]1[C:26]([CH3:28])=[CH:27][C:23]([N:22]([C:33]([O:35][C:36]([CH3:39])([CH3:38])[CH3:37])=[O:34])[C:12]2[C:11]3[C:16](=[CH:17][C:8]([C:7]([CH3:30])([CH3:29])[O:6][SiH2:5][C:1]([CH3:2])([CH3:3])[CH3:4])=[CH:9][CH:10]=3)[C:15](=[O:18])[N:14]([CH:19]([CH3:21])[CH3:20])[N:13]=2)=[N:24]1)=[O:34])([CH3:39])([CH3:38])[CH3:37]. The yield is 0.780. (7) The reactants are C([NH:4][C:5]1[C:6]([N+:14]([O-:16])=[O:15])=[CH:7][C:8]2[O:12][CH2:11][CH2:10][C:9]=2[CH:13]=1)(=O)C. The catalyst is OS(O)(=O)=O. The product is [NH2:4][C:5]1[C:6]([N+:14]([O-:16])=[O:15])=[CH:7][C:8]2[O:12][CH2:11][CH2:10][C:9]=2[CH:13]=1. The yield is 0.700.